Dataset: Catalyst prediction with 721,799 reactions and 888 catalyst types from USPTO. Task: Predict which catalyst facilitates the given reaction. (1) Reactant: [F:1][C:2]([F:11])([F:10])[C:3]1[CH:4]([NH2:9])[NH:5][CH:6]=[CH:7][CH:8]=1.[CH3:12][O:13][C:14](=[O:19])[C:15]([CH2:17]Br)=O. Product: [CH3:12][O:13][C:14]([C:15]1[N:9]=[C:4]2[C:3]([C:2]([F:1])([F:10])[F:11])=[CH:8][CH:7]=[CH:6][N:5]2[CH:17]=1)=[O:19]. The catalyst class is: 3. (2) Reactant: Cl.[F:2][C:3]1[CH:4]=[CH:5][C:6]([O:27][CH3:28])=[C:7]([C:9]2[CH2:10][CH2:11][N:12]([C:15](=O)[C@H:16]([NH:24][CH3:25])[CH2:17][C:18]3[CH:23]=[CH:22][CH:21]=[CH:20][CH:19]=3)[CH2:13][CH:14]=2)[CH:8]=1.C(N(CC)CC)C.[H-].[Al+3].[Li+].[H-].[H-].[H-]. Product: [CH2:17]([C@@H:16]([NH:24][CH3:25])[CH2:15][N:12]1[CH2:13][CH2:14][C:9]([C:7]2[CH:8]=[C:3]([F:2])[CH:4]=[CH:5][C:6]=2[O:27][CH3:28])=[CH:10][CH2:11]1)[C:18]1[CH:19]=[CH:20][CH:21]=[CH:22][CH:23]=1. The catalyst class is: 7. (3) Reactant: C(N1C=CN=C1)(N1C=CN=C1)=O.[F:13][C:14]1[C:22]([C:23]([F:26])([F:25])[F:24])=[N:21][CH:20]=[CH:19][C:15]=1[C:16](O)=[O:17].[BH4-].[Na+].Cl. Product: [F:13][C:14]1[C:22]([C:23]([F:25])([F:26])[F:24])=[N:21][CH:20]=[CH:19][C:15]=1[CH2:16][OH:17]. The catalyst class is: 20. (4) The catalyst class is: 33. Product: [C:1]([O:5][C:6]([N:8]1[CH2:9][CH2:10][CH:11]([O:14][C:15]2[C:20]([C:21]([OH:23])=[O:22])=[CH:19][C:18]([N+:25]([O-:27])=[O:26])=[C:17]([CH3:28])[CH:16]=2)[CH2:12][CH2:13]1)=[O:7])([CH3:4])([CH3:3])[CH3:2]. Reactant: [C:1]([O:5][C:6]([N:8]1[CH2:13][CH2:12][CH:11]([O:14][C:15]2[C:20]([C:21]([O:23]C)=[O:22])=[CH:19][C:18]([N+:25]([O-:27])=[O:26])=[C:17]([CH3:28])[CH:16]=2)[CH2:10][CH2:9]1)=[O:7])([CH3:4])([CH3:3])[CH3:2]. (5) Reactant: [O:1]=[C:2]1[CH2:10][C:9]2[C:4](=[CH:5][CH:6]=[C:7]([C:11]([C:13]3[CH:18]=[CH:17][C:16]([NH:19][C:20]([C:22]4[N:23]([CH2:28][CH3:29])[N:24]=[C:25]([CH3:27])[CH:26]=4)=[O:21])=[CH:15][CH:14]=3)=[O:12])[CH:8]=2)[NH:3]1.[CH:30](OCC)=[O:31].[O-]CC.[Na+].Cl. Product: [OH:31][CH:30]=[C:10]1[C:9]2[C:4](=[CH:5][CH:6]=[C:7]([C:11]([C:13]3[CH:14]=[CH:15][C:16]([NH:19][C:20]([C:22]4[N:23]([CH2:28][CH3:29])[N:24]=[C:25]([CH3:27])[CH:26]=4)=[O:21])=[CH:17][CH:18]=3)=[O:12])[CH:8]=2)[NH:3][C:2]1=[O:1]. The catalyst class is: 8.